Dataset: Forward reaction prediction with 1.9M reactions from USPTO patents (1976-2016). Task: Predict the product of the given reaction. Given the reactants O.NN.CCO.O=C1C2C(=CC=CC=2)C(=O)[N:9]1[C@H:18]([C:20]1[C:29]([C:30]2[CH:35]=[CH:34][CH:33]=[CH:32][C:31]=2[S:36]([CH3:39])(=[O:38])=[O:37])=[N:28][C:27]2[C:26]([C:40]#[N:41])=[CH:25][CH:24]=[CH:23][C:22]=2[N:21]=1)[CH3:19].C([O-])(O)=O.[Na+], predict the reaction product. The product is: [NH2:9][C@H:18]([C:20]1[C:29]([C:30]2[CH:35]=[CH:34][CH:33]=[CH:32][C:31]=2[S:36]([CH3:39])(=[O:38])=[O:37])=[N:28][C:27]2[C:26]([C:40]#[N:41])=[CH:25][CH:24]=[CH:23][C:22]=2[N:21]=1)[CH3:19].